This data is from Kir2.1 potassium channel HTS with 301,493 compounds. The task is: Binary Classification. Given a drug SMILES string, predict its activity (active/inactive) in a high-throughput screening assay against a specified biological target. (1) The compound is O1C2(C3(C(C(C(O)CC3)(CO)C)CCC2C)C)CC(C1)(CC([O-])=O)CO. The result is 0 (inactive). (2) The compound is S(c1n(\c([nH]n1)=C1\C(=O)C=CC=C1)CC=C)Cc1cc(ccc1)C#N. The result is 1 (active). (3) The molecule is Brc1oc(c2nc(on2)COc2c(cccc2)C)cc1. The result is 0 (inactive). (4) The result is 0 (inactive). The compound is O(c1c(N(C)C)nc(nc1)c1ncccc1)C.